From a dataset of Full USPTO retrosynthesis dataset with 1.9M reactions from patents (1976-2016). Predict the reactants needed to synthesize the given product. (1) Given the product [CH3:1][N:2]([CH2:3][C:4]1[CH:9]=[CH:8][C:7]([C:10]([N:12]2[CH2:18][C:17]3([CH3:20])[CH2:19][CH:13]2[CH2:14][C:15]([CH3:22])([CH3:21])[CH2:16]3)=[O:11])=[CH:6][CH:5]=1)[C:26](=[O:27])[CH:25]=[C:24]([CH3:29])[CH3:23], predict the reactants needed to synthesize it. The reactants are: [CH3:1][NH:2][CH2:3][C:4]1[CH:9]=[CH:8][C:7]([C:10]([N:12]2[CH2:18][C:17]3([CH3:20])[CH2:19][CH:13]2[CH2:14][C:15]([CH3:22])([CH3:21])[CH2:16]3)=[O:11])=[CH:6][CH:5]=1.[CH3:23][C:24]([CH3:29])=[CH:25][C:26](Cl)=[O:27]. (2) Given the product [NH2:58][C:55]1[CH:56]=[CH:67][C:66]([NH:63][CH2:48][CH2:47][O:46][CH2:45][CH2:44][O:35][CH2:21][CH2:22][NH:23][C:24]2[CH:25]=[CH:26][C:27]([NH2:30])=[CH:28][CH:29]=2)=[CH:53][CH:54]=1, predict the reactants needed to synthesize it. The reactants are: [N+:30]([C:27]1[CH:28]=[CH:29][C:24]([NH:23][CH2:22][CH2:21]COCCCCOC[CH2:21][CH2:22][NH:23][C:24]2[CH:29]=[CH:28][C:27]([N+:30]([O-])=O)=[CH:26][CH:25]=2)=[CH:25][CH:26]=1)([O-])=O.CS(C)=[O:35].NC[CH2:44][CH2:45][O:46][CH2:47][CH2:48][CH2:44][CH2:45][O:46][CH2:47][CH2:48]CN.FC1C=[CH:56][C:55]([N+:58]([O-])=O)=[CH:54][CH:53]=1.C([N:63]([CH2:66][CH3:67])CC)C. (3) Given the product [NH2:21][C:13]1[CH:14]=[C:15]([C:16]2[O:8][C:5]3[CH:6]=[CH:7][C:2]([Cl:1])=[CH:3][C:4]=3[N:9]=2)[CH:19]=[CH:20][C:12]=1[O:11][CH3:10], predict the reactants needed to synthesize it. The reactants are: [Cl:1][C:2]1[CH:7]=[CH:6][C:5]([OH:8])=[C:4]([NH2:9])[CH:3]=1.[CH3:10][O:11][C:12]1[CH:20]=[CH:19][C:15]([C:16](O)=O)=[CH:14][C:13]=1[NH2:21]. (4) Given the product [CH3:10][CH:11]1[O:16][C:3]2=[CH:4][S:5][CH:6]=[C:7]2[O:15][CH:13]([CH3:14])[CH2:12]1, predict the reactants needed to synthesize it. The reactants are: CO[C:3]1[C:7](OC)=[CH:6][S:5][CH:4]=1.[CH3:10][CH:11]([OH:16])[CH2:12][CH:13]([OH:15])[CH3:14].C(C1C=CC=CC=1S(O)(=O)=O)CCCCCCCCCCC. (5) Given the product [CH2:15]([NH:14][C:6]1[CH:5]=[CH:4][C:3]2[C:2]([CH3:24])([CH3:1])[CH2:11][CH2:10][C:9]([CH3:13])([CH3:12])[C:8]=2[CH:7]=1)[CH2:16][C:17]1[CH:18]=[CH:19][CH:20]=[CH:21][CH:22]=1, predict the reactants needed to synthesize it. The reactants are: [CH3:1][C:2]1([CH3:24])[CH2:11][CH2:10][C:9]([CH3:13])([CH3:12])[C:8]2[CH:7]=[C:6]([NH:14][C:15](=O)[CH2:16][C:17]3[CH:22]=[CH:21][CH:20]=[CH:19][CH:18]=3)[CH:5]=[CH:4][C:3]1=2.[H-].[Al+3].[Li+].[H-].[H-].[H-]. (6) Given the product [N:7]1[N:8]2[C:9]([O:11][C:12]3[CH2:17][CH2:16][CH2:15][CH2:14][C:13]=32)=[CH:10][C:6]=1[C:4]([O:3][CH2:1][CH3:2])=[O:5], predict the reactants needed to synthesize it. The reactants are: [CH2:1]([O:3][C:4]([C:6]1[CH:10]=[C:9]([O:11][CH:12]2[CH2:17][CH2:16][CH2:15][CH2:14][C:13]2=O)[NH:8][N:7]=1)=[O:5])[CH3:2].CS(O)(=O)=O. (7) Given the product [N:5]([C:6]1[CH:7]=[CH:8][C:9]([CH2:12][C:13]([O:15][CH2:16][CH3:17])=[O:14])=[CH:10][CH:11]=1)=[N+:18]=[N-:19], predict the reactants needed to synthesize it. The reactants are: N([O-])=O.[Na+].[NH2:5][C:6]1[CH:11]=[CH:10][C:9]([CH2:12][C:13]([O:15][CH2:16][CH3:17])=[O:14])=[CH:8][CH:7]=1.[N-:18]=[N+:19]=[N-].[Na+]. (8) Given the product [CH2:1]([O:3][C:4](=[O:18])[CH2:5][C@@H:6]([NH2:17])[CH2:7][C:8]1[CH:13]=[C:12]([F:14])[C:11]([F:15])=[CH:10][C:9]=1[F:16])[CH3:2], predict the reactants needed to synthesize it. The reactants are: [CH2:1]([O:3][C:4](=[O:18])[CH:5]=[C:6]([NH2:17])[CH2:7][C:8]1[CH:13]=[C:12]([F:14])[C:11]([F:15])=[CH:10][C:9]=1[F:16])[CH3:2].C(O)(=O)C. (9) Given the product [OH:1][CH2:2][C@H:3]([NH:6][C:7]([C:9]1[C:17]2[C:12](=[N:13][CH:14]=[C:15]([C:18]3[C:26]4[C:21](=[CH:22][C:23]([Cl:27])=[CH:24][CH:25]=4)[N:20]([CH3:28])[N:19]=3)[N:16]=2)[NH:11][CH:10]=1)=[O:8])[CH2:4][CH3:5], predict the reactants needed to synthesize it. The reactants are: [OH:1][CH2:2][C@H:3]([NH:6][C:7]([C:9]1[C:17]2[C:12](=[N:13][CH:14]=[C:15]([C:18]3[C:26]4[C:21](=[CH:22][C:23]([Cl:27])=[CH:24][CH:25]=4)[N:20]([CH3:28])[N:19]=3)[N:16]=2)[N:11](COCC[Si](C)(C)C)[CH:10]=1)=[O:8])[CH2:4][CH3:5].C(O)(C(F)(F)F)=O.C(N)CN. (10) Given the product [CH2:1]([O:4][C:5]1[CH:13]=[C:12]2[C:8]([CH:9]=[C:10]([CH2:15][O:16][Si:17]([C:20]([CH3:21])([CH3:23])[CH3:22])([CH3:18])[CH3:19])[N:11]2[CH3:14])=[CH:7][C:6]=1[CH:24]([OH:25])[CH:26]=[CH2:27])[CH:2]=[CH2:3], predict the reactants needed to synthesize it. The reactants are: [CH2:1]([O:4][C:5]1[CH:13]=[C:12]2[C:8]([CH:9]=[C:10]([CH2:15][O:16][Si:17]([C:20]([CH3:23])([CH3:22])[CH3:21])([CH3:19])[CH3:18])[N:11]2[CH3:14])=[CH:7][C:6]=1[CH:24]=[O:25])[CH:2]=[CH2:3].[CH:26]([Mg]Br)=[CH2:27].[NH4+].[Cl-].O.